From a dataset of Reaction yield outcomes from USPTO patents with 853,638 reactions. Predict the reaction yield, written as a fraction of the theoretical maximum amount of product (1.0 means a 100% yield; for example, 0.34 means a 34% yield). (1) The reactants are [Cl:1][C:2]1[CH:7]=[C:6]([N+:8]([O-])=O)[CH:5]=[C:4]([Cl:11])[C:3]=1[S:12][C:13]1[S:14][C:15]2[CH:21]=[CH:20][C:19]([C:22]([F:25])([F:24])[F:23])=[CH:18][C:16]=2[N:17]=1.O.O.[Sn](Cl)(Cl)(Cl)Cl.[OH-].[Na+]. The catalyst is CCOC(C)=O. The product is [Cl:11][C:4]1[CH:5]=[C:6]([NH2:8])[CH:7]=[C:2]([Cl:1])[C:3]=1[S:12][C:13]1[S:14][C:15]2[CH:21]=[CH:20][C:19]([C:22]([F:25])([F:23])[F:24])=[CH:18][C:16]=2[N:17]=1. The yield is 0.960. (2) The reactants are C(=O)([O-])[O-].[K+].[K+].[C:7]([NH:11][NH:12][C:13]([C:15]1[CH:33]=[CH:32][C:18]2[O:19][CH2:20][CH:21]([CH2:23][O:24][Si:25]([C:28]([CH3:31])([CH3:30])[CH3:29])([CH3:27])[CH3:26])[O:22][C:17]=2[C:16]=1[CH3:34])=[O:14])([CH3:10])([CH3:9])[CH3:8].[CH3:35][C:36]1[CH:37]=[C:38]([CH:42]=[C:43]([CH3:45])[CH:44]=1)[C:39](Cl)=[O:40].CCOCC.CCCCCC. The catalyst is C(OCC)(=O)C. The product is [C:7]([N:11]([C:39](=[O:40])[C:38]1[CH:42]=[C:43]([CH3:45])[CH:44]=[C:36]([CH3:35])[CH:37]=1)[NH:12][C:13]([C:15]1[CH:33]=[CH:32][C:18]2[O:19][CH2:20][CH:21]([CH2:23][O:24][Si:25]([C:28]([CH3:31])([CH3:30])[CH3:29])([CH3:27])[CH3:26])[O:22][C:17]=2[C:16]=1[CH3:34])=[O:14])([CH3:10])([CH3:9])[CH3:8]. The yield is 0.760. (3) The reactants are Cl.Cl.[CH3:3][C:4]1([N:8]2[CH2:12][CH2:11][CH2:10][CH2:9]2)[CH2:7][NH:6][CH2:5]1.CCN(C(C)C)C(C)C.[CH3:22][C:23]([O:26][C:27]([N:29]([C:47]([O:49][C:50]([CH3:53])([CH3:52])[CH3:51])=[O:48])[N:30]([C:38]1[C:43]([F:44])=[C:42](Cl)[N:41]=[C:40]([Cl:46])[N:39]=1)[C:31]([O:33][C:34]([CH3:37])([CH3:36])[CH3:35])=[O:32])=[O:28])([CH3:25])[CH3:24]. The catalyst is CN(C=O)C. The product is [CH3:25][C:23]([O:26][C:27]([N:29]([C:47]([O:49][C:50]([CH3:53])([CH3:52])[CH3:51])=[O:48])[N:30]([C:38]1[C:43]([F:44])=[C:42]([N:6]2[CH2:7][C:4]([CH3:3])([N:8]3[CH2:12][CH2:11][CH2:10][CH2:9]3)[CH2:5]2)[N:41]=[C:40]([Cl:46])[N:39]=1)[C:31]([O:33][C:34]([CH3:35])([CH3:36])[CH3:37])=[O:32])=[O:28])([CH3:22])[CH3:24]. The yield is 0.770. (4) The reactants are [C:1]([O:8][CH:9]1[CH2:14][CH2:13][N:12]([C:15]2[S:16][C:17](/[CH:20]=[C:21](\[C:32]#[N:33])/[C:22]3[CH:27]=[CH:26][C:25]([O:28][CH3:29])=[C:24]([O:30][CH3:31])[CH:23]=3)=[CH:18][CH:19]=2)[CH2:11][CH2:10]1)(=[O:7])[CH2:2][CH2:3][C:4]([O-])=[O:5].[Cl:34]C1N=C(OC)N=C(OC)N=1.CN1CCOCC1.[CH2:52]([N:54]([CH2:58][CH3:59])[CH2:55][CH2:56][NH2:57])[CH3:53]. The catalyst is C(Cl)Cl. The product is [ClH:34].[CH2:52]([N:54]([CH2:58][CH3:59])[CH2:55][CH2:56][NH:57][C:4](=[O:5])[CH2:3][CH2:2][C:1]([O:8][CH:9]1[CH2:10][CH2:11][N:12]([C:15]2[S:16][C:17](/[CH:20]=[C:21](\[C:32]#[N:33])/[C:22]3[CH:27]=[CH:26][C:25]([O:28][CH3:29])=[C:24]([O:30][CH3:31])[CH:23]=3)=[CH:18][CH:19]=2)[CH2:13][CH2:14]1)=[O:7])[CH3:53]. The yield is 0.950. (5) The reactants are [C:1]1([C:7]2[C:15]3[C:14](=[O:16])[NH:13][CH:12]=[N:11][C:10]=3[S:9][CH:8]=2)[CH:6]=[CH:5][CH:4]=[CH:3][CH:2]=1.[F:17][C:18]([F:22])([F:21])[CH2:19]I.C(=O)([O-])[O-].[K+].[K+]. The catalyst is CN(C=O)C.O. The product is [C:1]1([C:7]2[C:15]3[C:14](=[O:16])[N:13]([CH2:19][C:18]([F:22])([F:21])[F:17])[CH:12]=[N:11][C:10]=3[S:9][CH:8]=2)[CH:2]=[CH:3][CH:4]=[CH:5][CH:6]=1. The yield is 0.480.